From a dataset of Reaction yield outcomes from USPTO patents with 853,638 reactions. Predict the reaction yield, written as a fraction of the theoretical maximum amount of product (1.0 means a 100% yield; for example, 0.34 means a 34% yield). (1) The reactants are [Si:1](Cl)([C:4]([CH3:7])([CH3:6])[CH3:5])([CH3:3])[CH3:2].C1(S([C:18]([F:21])([F:20])[F:19])(=O)=O)C=CC=CC=1. The catalyst is CN(C=O)C. The product is [F:21][C:18]([Si:1]([C:4]([CH3:7])([CH3:6])[CH3:5])([CH3:3])[CH3:2])([F:19])[F:20]. The yield is 0.570. (2) The reactants are [Cl:1][C:2]1[C:3](=[O:31])[N:4]([CH2:19][C:20]2[N:21]=[CH:22][C:23]([C:26](OCC)=[O:27])=[N:24][CH:25]=2)[C:5]([CH3:18])=[CH:6][C:7]=1[O:8][CH2:9][C:10]1[CH:15]=[CH:14][C:13]([F:16])=[CH:12][C:11]=1[F:17].[OH-:32].[Na+]. No catalyst specified. The product is [Cl:1][C:2]1[C:3](=[O:31])[N:4]([CH2:19][C:20]2[CH:25]=[N:24][C:23]([C:26]([N:4]3[CH2:5][CH2:6][CH:7]([OH:32])[CH2:2][CH2:3]3)=[O:27])=[CH:22][N:21]=2)[C:5]([CH3:18])=[CH:6][C:7]=1[O:8][CH2:9][C:10]1[CH:15]=[CH:14][C:13]([F:16])=[CH:12][C:11]=1[F:17]. The yield is 1.00. (3) The reactants are I[C:2]1[C:10]2[CH2:9][CH2:8][O:7][C:6](=[O:11])[C:5]=2[S:4][CH:3]=1.[CH3:12]B(O)O.C([O-])([O-])=O.[Na+].[Na+].[OH-].[Na+].O.C1(C)C=CC(S(O)(=O)=O)=CC=1.C([O-])(O)=O.[Na+]. The catalyst is C1C=CC([P]([Pd]([P](C2C=CC=CC=2)(C2C=CC=CC=2)C2C=CC=CC=2)([P](C2C=CC=CC=2)(C2C=CC=CC=2)C2C=CC=CC=2)[P](C2C=CC=CC=2)(C2C=CC=CC=2)C2C=CC=CC=2)(C2C=CC=CC=2)C2C=CC=CC=2)=CC=1.CCO.O.C(COC)OC. The product is [CH3:12][C:2]1[C:10]2[CH2:9][CH2:8][O:7][C:6](=[O:11])[C:5]=2[S:4][CH:3]=1. The yield is 0.220. (4) The reactants are [C:1]([C:4]1[S:8][C:7]([C:9]2[CH:10]=[CH:11][C:12](=[O:16])[N:13]([CH3:15])[CH:14]=2)=[CH:6][CH:5]=1)(=[O:3])[CH3:2].I[C:18]1[CH:23]=[CH:22][N:21]=[CH:20][CH:19]=1. No catalyst specified. The product is [OH:3][C:1]([C:4]1[S:8][C:7]([C:9]2[CH:10]=[CH:11][C:12](=[O:16])[N:13]([CH3:15])[CH:14]=2)=[CH:6][CH:5]=1)([C:18]1[CH:23]=[CH:22][N:21]=[CH:20][CH:19]=1)[CH3:2]. The yield is 0.210. (5) The reactants are [C:1]([O:5][C:6](=[O:21])[CH2:7][C@@H:8]([CH2:17][N:18]=[N+]=[N-])[CH2:9][C@H:10]([CH3:16])[CH2:11][CH2:12][CH2:13][CH2:14][CH3:15])([CH3:4])([CH3:3])[CH3:2].[H][H]. The catalyst is C1COCC1.[Pd]. The product is [C:1]([O:5][C:6](=[O:21])[CH2:7][C@@H:8]([CH2:17][NH2:18])[CH2:9][C@H:10]([CH3:16])[CH2:11][CH2:12][CH2:13][CH2:14][CH3:15])([CH3:2])([CH3:4])[CH3:3]. The yield is 0.710. (6) The reactants are [OH:1][C:2]1([CH3:12])[C:7](=O)[CH2:6][CH:5]2[CH2:9][CH:3]1[C:4]2([CH3:11])[CH3:10].[N:13]1[CH:18]=[CH:17][CH:16]=[C:15]([CH2:19][NH2:20])[CH:14]=1.B(F)(F)F. The catalyst is C1C=CC=CC=1. The product is [CH3:12][C:2]1([OH:1])[C:7](=[N:20][CH2:19][C:15]2[CH:14]=[N:13][CH:18]=[CH:17][CH:16]=2)[CH2:6][CH:5]2[CH2:9][CH:3]1[C:4]2([CH3:11])[CH3:10]. The yield is 0.524. (7) The reactants are [F:1][C:2]([F:21])([C:17]([F:20])([F:19])[F:18])[CH2:3][CH2:4][CH2:5][CH:6]([C:12]([O:14][CH2:15][CH3:16])=[O:13])[C:7]([O:9][CH2:10][CH3:11])=[O:8].[H-].[Na+].Br[CH2:25][CH2:26][CH2:27][CH2:28][CH2:29][Cl:30]. The catalyst is CS(C)=O.O. The product is [Cl:30][CH2:29][CH2:28][CH2:27][CH2:26][CH2:25][C:6]([CH2:5][CH2:4][CH2:3][C:2]([F:21])([F:1])[C:17]([F:18])([F:19])[F:20])([C:7]([O:9][CH2:10][CH3:11])=[O:8])[C:12]([O:14][CH2:15][CH3:16])=[O:13]. The yield is 0.830.